Dataset: Full USPTO retrosynthesis dataset with 1.9M reactions from patents (1976-2016). Task: Predict the reactants needed to synthesize the given product. (1) Given the product [Cl:6][C:7]1[CH:12]=[CH:11][CH:10]=[CH:9][C:8]=1[CH2:13][N:14]1[C:15]([OH:35])=[C:16]([C:31]([NH:4][CH2:3][CH:2]([CH3:5])[CH3:1])=[O:32])[C:17]([OH:30])=[C:18]([C:21]([NH:23][CH2:24][C:25]([OH:27])=[O:26])=[O:22])[C:19]1=[O:20], predict the reactants needed to synthesize it. The reactants are: [CH3:1][CH:2]([CH3:5])[CH2:3][NH2:4].[Cl:6][C:7]1[CH:12]=[CH:11][CH:10]=[CH:9][C:8]=1[CH2:13][N:14]1[C:19](=[O:20])[C:18]([C:21]([NH:23][CH2:24][C:25]([O:27]CC)=[O:26])=[O:22])=[C:17]([OH:30])[C:16]([C:31](OC)=[O:32])=[C:15]1[OH:35]. (2) Given the product [C:28]([C@H:32]1[CH2:37][CH2:36][C@H:35]([N:38]([CH:39]2[CH2:43][CH2:42][CH2:41][CH2:40]2)[C:7](=[O:19])[NH:8][C:9]2[S:10][C:11]([S:14][CH2:15][CH2:16][C:47]([OH:57])=[O:46])=[CH:12][N:13]=2)[CH2:34][CH2:33]1)([CH3:31])([CH3:29])[CH3:30], predict the reactants needed to synthesize it. The reactants are: C1(N([C@H]2CC[C@H](CC)CC2)[C:7](=[O:19])[NH:8][C:9]2[S:10][C:11]([S:14][CH2:15][C:16](O)=O)=[CH:12][N:13]=2)CCCC1.[C:28]([CH:32]1[CH2:37][CH2:36][CH:35]([NH:38][CH:39]2[CH2:43][CH2:42][CH2:41][CH2:40]2)[CH2:34][CH2:33]1)([CH3:31])([CH3:30])[CH3:29].C([O:46][C:47](=[O:57])CCSC1SC(N)=NC=1)C.